Dataset: Retrosynthesis with 50K atom-mapped reactions and 10 reaction types from USPTO. Task: Predict the reactants needed to synthesize the given product. (1) Given the product COC(=O)c1cc2cc(NC(=O)CCl)ccc2s1, predict the reactants needed to synthesize it. The reactants are: COC(=O)c1cc2cc(N)ccc2s1.O=C(Cl)CCl. (2) Given the product Cc1nc(-n2cc(-c3ccccc3)nn2)sc1C(=O)NCc1ccccc1, predict the reactants needed to synthesize it. The reactants are: C#Cc1ccccc1.Cc1nc(N=[N+]=[N-])sc1C(=O)NCc1ccccc1.